From a dataset of NCI-60 drug combinations with 297,098 pairs across 59 cell lines. Regression. Given two drug SMILES strings and cell line genomic features, predict the synergy score measuring deviation from expected non-interaction effect. (1) Drug 1: CCCS(=O)(=O)NC1=C(C(=C(C=C1)F)C(=O)C2=CNC3=C2C=C(C=N3)C4=CC=C(C=C4)Cl)F. Drug 2: C(CN)CNCCSP(=O)(O)O. Cell line: CCRF-CEM. Synergy scores: CSS=-9.67, Synergy_ZIP=-0.0849, Synergy_Bliss=-12.6, Synergy_Loewe=-14.3, Synergy_HSA=-15.1. (2) Drug 1: CC1=C(C(CCC1)(C)C)C=CC(=CC=CC(=CC(=O)O)C)C. Drug 2: C1CC(=O)NC(=O)C1N2C(=O)C3=CC=CC=C3C2=O. Cell line: HL-60(TB). Synergy scores: CSS=38.0, Synergy_ZIP=-0.0502, Synergy_Bliss=-2.20, Synergy_Loewe=-21.5, Synergy_HSA=-3.17. (3) Drug 2: CCC1=C2CN3C(=CC4=C(C3=O)COC(=O)C4(CC)O)C2=NC5=C1C=C(C=C5)O. Drug 1: C1=NC2=C(N=C(N=C2N1C3C(C(C(O3)CO)O)O)F)N. Cell line: NCI/ADR-RES. Synergy scores: CSS=17.7, Synergy_ZIP=-2.87, Synergy_Bliss=0.705, Synergy_Loewe=-15.7, Synergy_HSA=-0.0202. (4) Drug 1: C1CCN(CC1)CCOC2=CC=C(C=C2)C(=O)C3=C(SC4=C3C=CC(=C4)O)C5=CC=C(C=C5)O. Drug 2: CN(CCCl)CCCl.Cl. Cell line: NCI-H226. Synergy scores: CSS=-4.71, Synergy_ZIP=1.38, Synergy_Bliss=0.728, Synergy_Loewe=-7.82, Synergy_HSA=-5.00. (5) Drug 1: CN(CC1=CN=C2C(=N1)C(=NC(=N2)N)N)C3=CC=C(C=C3)C(=O)NC(CCC(=O)O)C(=O)O. Drug 2: CC1CCCC2(C(O2)CC(NC(=O)CC(C(C(=O)C(C1O)C)(C)C)O)C(=CC3=CSC(=N3)C)C)C. Cell line: NCI-H460. Synergy scores: CSS=72.6, Synergy_ZIP=-1.93, Synergy_Bliss=-4.73, Synergy_Loewe=-5.44, Synergy_HSA=-3.10. (6) Drug 2: CC1CC(C(C(C=C(C(C(C=CC=C(C(=O)NC2=CC(=O)C(=C(C1)C2=O)OC)C)OC)OC(=O)N)C)C)O)OC. Cell line: OVCAR3. Synergy scores: CSS=39.7, Synergy_ZIP=4.32, Synergy_Bliss=6.75, Synergy_Loewe=6.53, Synergy_HSA=7.18. Drug 1: CC1CCC2CC(C(=CC=CC=CC(CC(C(=O)C(C(C(=CC(C(=O)CC(OC(=O)C3CCCCN3C(=O)C(=O)C1(O2)O)C(C)CC4CCC(C(C4)OC)OP(=O)(C)C)C)C)O)OC)C)C)C)OC. (7) Drug 1: CC(C1=C(C=CC(=C1Cl)F)Cl)OC2=C(N=CC(=C2)C3=CN(N=C3)C4CCNCC4)N. Drug 2: C1CCC(C(C1)N)N.C(=O)(C(=O)[O-])[O-].[Pt+4]. Cell line: 786-0. Synergy scores: CSS=36.3, Synergy_ZIP=1.64, Synergy_Bliss=11.1, Synergy_Loewe=1.42, Synergy_HSA=11.4. (8) Drug 1: C1CCC(CC1)NC(=O)N(CCCl)N=O. Drug 2: CC1=C(C(CCC1)(C)C)C=CC(=CC=CC(=CC(=O)O)C)C. Cell line: NCI-H226. Synergy scores: CSS=12.1, Synergy_ZIP=-3.95, Synergy_Bliss=1.79, Synergy_Loewe=0.588, Synergy_HSA=1.90. (9) Drug 2: C1CC(=O)NC(=O)C1N2C(=O)C3=CC=CC=C3C2=O. Cell line: UO-31. Drug 1: CC1=C(C(CCC1)(C)C)C=CC(=CC=CC(=CC(=O)O)C)C. Synergy scores: CSS=-0.740, Synergy_ZIP=1.84, Synergy_Bliss=2.21, Synergy_Loewe=1.11, Synergy_HSA=0.0112. (10) Drug 1: C1=NC(=NC(=O)N1C2C(C(C(O2)CO)O)O)N. Drug 2: CC1C(C(CC(O1)OC2CC(OC(C2O)C)OC3=CC4=CC5=C(C(=O)C(C(C5)C(C(=O)C(C(C)O)O)OC)OC6CC(C(C(O6)C)O)OC7CC(C(C(O7)C)O)OC8CC(C(C(O8)C)O)(C)O)C(=C4C(=C3C)O)O)O)O. Cell line: MALME-3M. Synergy scores: CSS=29.2, Synergy_ZIP=-2.68, Synergy_Bliss=-0.789, Synergy_Loewe=-19.1, Synergy_HSA=-0.582.